From a dataset of Reaction yield outcomes from USPTO patents with 853,638 reactions. Predict the reaction yield, written as a fraction of the theoretical maximum amount of product (1.0 means a 100% yield; for example, 0.34 means a 34% yield). (1) The reactants are [Li]CCCC.[CH3:6][N:7]1[CH:11]=[N:10][NH:9][C:8]1=[S:12].[Cl:13][C:14]1[CH:19]=[CH:18][C:17]([C:20]([C:22]2[CH:23]=[C:24]3[C:29](=[CH:30][CH:31]=2)[N:28]=[C:27]([O:32][CH3:33])[CH:26]=[C:25]3[C:34]2[CH:39]=[CH:38][CH:37]=[C:36]([Cl:40])[CH:35]=2)=[O:21])=[CH:16][CH:15]=1.O. The catalyst is C1COCC1. The product is [Cl:40][C:36]1[CH:35]=[C:34]([C:25]2[C:24]3[C:29](=[CH:30][CH:31]=[C:22]([C:20]([C:17]4[CH:18]=[CH:19][C:14]([Cl:13])=[CH:15][CH:16]=4)([C:11]4[N:7]([CH3:6])[C:8]([SH:12])=[N:9][N:10]=4)[OH:21])[CH:23]=3)[N:28]=[C:27]([O:32][CH3:33])[CH:26]=2)[CH:39]=[CH:38][CH:37]=1. The yield is 0.350. (2) The reactants are Cl[C:2]1[N:11]=[C:10]([N:12]([C:14]2[CH:19]=[CH:18][C:17]([O:20][CH3:21])=[CH:16][CH:15]=2)[CH3:13])[C:9]2[C:4](=[CH:5][CH:6]=[CH:7][CH:8]=2)[N:3]=1.[CH3:22][O-:23].[Na+]. The catalyst is CO.C(OC(=O)C)C. The product is [CH3:22][O:23][C:2]1[N:11]=[C:10]([N:12]([C:14]2[CH:19]=[CH:18][C:17]([O:20][CH3:21])=[CH:16][CH:15]=2)[CH3:13])[C:9]2[C:4](=[CH:5][CH:6]=[CH:7][CH:8]=2)[N:3]=1. The yield is 0.540. (3) The reactants are [CH2:1]([O:3][C:4]1[C:5]([O:19][CH2:20][C:21]2[CH:26]=[CH:25][C:24]([O:27][CH3:28])=[CH:23][CH:22]=2)=[N:6][CH:7]=[C:8](B2OC(C)(C)C(C)(C)O2)[CH:9]=1)[CH3:2].Br[C:30]1[CH:35]=[CH:34][C:33]([CH2:36][C:37]([NH:39][C:40]2[O:44][N:43]=[C:42]([C:45]([CH3:51])([CH3:50])[C:46]([F:49])([F:48])[F:47])[CH:41]=2)=[O:38])=[C:32]([F:52])[CH:31]=1.C([O-])([O-])=O.[Cs+].[Cs+]. The catalyst is O.O1CCOCC1.C1C=CC(P(C2C=CC=CC=2)[C-]2C=CC=C2)=CC=1.C1C=CC(P(C2C=CC=CC=2)[C-]2C=CC=C2)=CC=1.Cl[Pd]Cl.[Fe+2]. The product is [CH2:1]([O:3][C:4]1[CH:9]=[C:8]([C:30]2[CH:35]=[CH:34][C:33]([CH2:36][C:37]([NH:39][C:40]3[O:44][N:43]=[C:42]([C:45]([CH3:50])([CH3:51])[C:46]([F:49])([F:48])[F:47])[CH:41]=3)=[O:38])=[C:32]([F:52])[CH:31]=2)[CH:7]=[N:6][C:5]=1[O:19][CH2:20][C:21]1[CH:22]=[CH:23][C:24]([O:27][CH3:28])=[CH:25][CH:26]=1)[CH3:2]. The yield is 0.230. (4) The yield is 0.930. The catalyst is N1C=CC=CC=1. The reactants are [OH:1][C:2]1[CH:7]=[C:6]([O:8][C:9]2[CH:14]=[CH:13][C:12]([S:15]([CH3:18])(=[O:17])=[O:16])=[CH:11][CH:10]=2)[CH:5]=[CH:4][C:3]=1[NH:19][N:20]=[C:21]([CH3:27])[C:22]([O:24][CH2:25][CH3:26])=[O:23].[CH3:28][S:29](Cl)(=[O:31])=[O:30]. The product is [CH3:28][S:29]([O:1][C:2]1[CH:7]=[C:6]([O:8][C:9]2[CH:10]=[CH:11][C:12]([S:15]([CH3:18])(=[O:17])=[O:16])=[CH:13][CH:14]=2)[CH:5]=[CH:4][C:3]=1[NH:19][N:20]=[C:21]([CH3:27])[C:22]([O:24][CH2:25][CH3:26])=[O:23])(=[O:31])=[O:30]. (5) The reactants are C([Si](C1C=CC=CC=1)(C1C=CC=CC=1)[O:6][CH2:7][CH2:8][CH:9]1[C:15]2[CH:16]=[CH:17][C:18]([O:20][C:21](=[O:25])[N:22]([CH3:24])[CH3:23])=[CH:19][C:14]=2[CH:13]=[CH:12][CH2:11][N:10]1[C:26]([O:28][C:29]([CH3:32])([CH3:31])[CH3:30])=[O:27])(C)(C)C.[F-].C([N+](CCCC)(CCCC)CCCC)CCC.O. The catalyst is O1CCCC1. The product is [CH3:24][N:22]([CH3:23])[C:21]([O:20][C:18]1[CH:17]=[CH:16][C:15]2[CH:9]([CH2:8][CH2:7][OH:6])[N:10]([C:26]([O:28][C:29]([CH3:31])([CH3:32])[CH3:30])=[O:27])[CH2:11][CH:12]=[CH:13][C:14]=2[CH:19]=1)=[O:25]. The yield is 0.960. (6) The reactants are CO[C:3]([C:5]1[N:6]=[N:7][C:8]([O:11][CH2:12][C:13]2[C:14]([CH2:19][CH2:20][CH2:21][CH3:22])=[N:15][O:16][C:17]=2[CH3:18])=[CH:9][CH:10]=1)=[O:4].Cl.[O:24]1[CH2:28][CH2:27][C@H:26]([NH2:29])[CH2:25]1. No catalyst specified. The product is [O:24]1[CH2:28][CH2:27][C@H:26]([NH:29][C:3]([C:5]2[N:6]=[N:7][C:8]([O:11][CH2:12][C:13]3[C:14]([CH2:19][CH2:20][CH2:21][CH3:22])=[N:15][O:16][C:17]=3[CH3:18])=[CH:9][CH:10]=2)=[O:4])[CH2:25]1. The yield is 0.770.